From a dataset of Forward reaction prediction with 1.9M reactions from USPTO patents (1976-2016). Predict the product of the given reaction. (1) Given the reactants [CH3:1][CH2:2][CH2:3][C@H:4]([NH:10][C@H:11]([C:13]([N:15]1[C@@H:23]([C:24]([O:26]CC2C=CC=CC=2)=[O:25])[CH2:22][C@H:21]2[C@@H:16]1[CH2:17][CH2:18][CH2:19][CH2:20]2)=[O:14])[CH3:12])[C:5]([O:7][CH2:8][CH3:9])=[O:6].O, predict the reaction product. The product is: [CH3:1][CH2:2][CH2:3][C@H:4]([NH:10][C@H:11]([C:13]([N:15]1[C@H:23]([C:24]([OH:26])=[O:25])[CH2:22][C@H:21]2[C@@H:16]1[CH2:17][CH2:18][CH2:19][CH2:20]2)=[O:14])[CH3:12])[C:5]([O:7][CH2:8][CH3:9])=[O:6]. (2) Given the reactants [CH3:1][O:2][CH2:3][C:4]([O-:6])=[O:5].[Na+].COCC(O)=O.[OH-].[Na+].COCC(Cl)=O.[CH2:22]([O:29][C:30]1[C:37]([N+:38]([O-:40])=[O:39])=[CH:36][C:33]([CH:34]=O)=[C:32](O)[CH:31]=1)[C:23]1[CH:28]=[CH:27][CH:26]=[CH:25][CH:24]=1, predict the reaction product. The product is: [CH2:22]([O:29][C:30]1[CH:31]=[C:32]2[C:33]([CH:34]=[C:3]([O:2][CH3:1])[C:4](=[O:6])[O:5]2)=[CH:36][C:37]=1[N+:38]([O-:40])=[O:39])[C:23]1[CH:24]=[CH:25][CH:26]=[CH:27][CH:28]=1. (3) Given the reactants [CH:1]([C@@H:3]1[CH2:7][C@@H:6]([OH:8])[CH2:5][N:4]1[C:9]([O:11][C:12]([CH3:15])([CH3:14])[CH3:13])=[O:10])=[O:2].[CH2:16]([OH:34])[CH2:17][CH2:18][CH2:19][CH2:20][CH2:21][CH2:22][CH2:23]/[CH:24]=[CH:25]\[CH2:26]/[CH:27]=[CH:28]\[CH2:29][CH2:30][CH2:31][CH2:32][CH3:33].[C:35]1([CH3:45])[CH:40]=[CH:39][C:38](S([O-])(=O)=O)=[CH:37][CH:36]=1.[NH+]1[CH:51]=[CH:50][CH:49]=[CH:48][CH:47]=1, predict the reaction product. The product is: [CH2:47]([O:2][CH:1]([O:34][CH2:16][CH2:17][CH2:18][CH2:19][CH2:20][CH2:21][CH2:22][CH2:23]/[CH:24]=[CH:25]\[CH2:26]/[CH:27]=[CH:28]\[CH2:29][CH2:30][CH2:31][CH2:32][CH3:33])[C@@H:3]1[CH2:7][C@@H:6]([OH:8])[CH2:5][N:4]1[C:9]([O:11][C:12]([CH3:15])([CH3:14])[CH3:13])=[O:10])[CH2:48][CH2:49][CH2:50][CH2:51][CH2:21][CH2:20][CH2:19]/[CH:18]=[CH:17]\[CH2:16]/[CH:36]=[CH:37]\[CH2:38][CH2:39][CH2:40][CH2:35][CH3:45]. (4) Given the reactants [Cl:1][C:2]1[CH:7]=[CH:6][C:5]([CH2:8][CH:9]([C:13]2[CH:18]=[CH:17][CH:16]=[CH:15][CH:14]=2)[C:10](O)=[O:11])=[CH:4][CH:3]=1.C(Cl)(=O)C(Cl)=O.Cl.[CH3:26][O:27][NH:28][CH3:29].C(N(CC)CC)C, predict the reaction product. The product is: [CH3:26][O:27][N:28]([CH3:29])[C:10](=[O:11])[CH:9]([C:13]1[CH:18]=[CH:17][CH:16]=[CH:15][CH:14]=1)[CH2:8][C:5]1[CH:6]=[CH:7][C:2]([Cl:1])=[CH:3][CH:4]=1. (5) Given the reactants [N+:1]([C:4]1[CH:9]=[CH:8][CH:7]=[C:6]([N+:10]([O-:12])=[O:11])[CH:5]=1)([O-:3])=[O:2].[Br:13]N1C(=O)CCC1=O, predict the reaction product. The product is: [N+:1]([C:4]1[CH:9]=[C:8]([Br:13])[CH:7]=[C:6]([N+:10]([O-:12])=[O:11])[CH:5]=1)([O-:3])=[O:2].